Dataset: Full USPTO retrosynthesis dataset with 1.9M reactions from patents (1976-2016). Task: Predict the reactants needed to synthesize the given product. Given the product [NH2:27][C@H:28]([C:34]([OH:36])=[O:35])[CH2:29][CH2:30][CH2:31][CH2:32][NH2:33].[CH2:4]1[C:5]2([CH2:10][CH2:9][CH2:8][C:7]([CH2:11][O:12][C:13]3[CH:14]=[CH:15][C:16]([C@H:19]([C:24]#[C:25][CH3:26])[CH2:20][C:21]([OH:23])=[O:22])=[CH:17][CH:18]=3)=[CH:6]2)[CH2:1][CH2:2][CH2:3]1, predict the reactants needed to synthesize it. The reactants are: [CH2:1]1[C:5]2([CH2:10][CH2:9][CH2:8][C:7]([CH2:11][O:12][C:13]3[CH:18]=[CH:17][C:16]([C@H:19]([C:24]#[C:25][CH3:26])[CH2:20][C:21]([OH:23])=[O:22])=[CH:15][CH:14]=3)=[CH:6]2)[CH2:4][CH2:3][CH2:2]1.[NH2:27][C@H:28]([C:34]([OH:36])=[O:35])[CH2:29][CH2:30][CH2:31][CH2:32][NH2:33].